This data is from Peptide-MHC class I binding affinity with 185,985 pairs from IEDB/IMGT. The task is: Regression. Given a peptide amino acid sequence and an MHC pseudo amino acid sequence, predict their binding affinity value. This is MHC class I binding data. (1) The peptide sequence is IDEQGESIV. The MHC is Mamu-A11 with pseudo-sequence Mamu-A11. The binding affinity (normalized) is 0.0920. (2) The peptide sequence is LLIDDSFSS. The MHC is HLA-B40:01 with pseudo-sequence HLA-B40:01. The binding affinity (normalized) is 0.0847. (3) The peptide sequence is AFHHMAREK. The MHC is HLA-B15:03 with pseudo-sequence HLA-B15:03. The binding affinity (normalized) is 0. (4) The peptide sequence is AIYGAAFSGV. The MHC is HLA-A02:06 with pseudo-sequence HLA-A02:06. The binding affinity (normalized) is 0.859. (5) The peptide sequence is TSSDTYACW. The MHC is HLA-B58:01 with pseudo-sequence HLA-B58:01. The binding affinity (normalized) is 0.751. (6) The peptide sequence is LSSLTVTQLL. The MHC is Patr-B0101 with pseudo-sequence Patr-B0101. The binding affinity (normalized) is 0.552.